This data is from Catalyst prediction with 721,799 reactions and 888 catalyst types from USPTO. The task is: Predict which catalyst facilitates the given reaction. Reactant: [OH:1][CH2:2][C:3]1([CH3:9])[CH2:7][O:6][C:5](=[O:8])[NH:4]1.[S:10](Cl)([C:13]1[CH:19]=[CH:18][C:16]([CH3:17])=[CH:15][CH:14]=1)(=[O:12])=[O:11].O. Product: [CH3:17][C:16]1[CH:18]=[CH:19][C:13]([S:10]([O:1][CH2:2][C:3]2([CH3:9])[CH2:7][O:6][C:5](=[O:8])[NH:4]2)(=[O:12])=[O:11])=[CH:14][CH:15]=1. The catalyst class is: 17.